From a dataset of Reaction yield outcomes from USPTO patents with 853,638 reactions. Predict the reaction yield, written as a fraction of the theoretical maximum amount of product (1.0 means a 100% yield; for example, 0.34 means a 34% yield). (1) The reactants are [CH3:1][C:2]1[S:6][C:5]([C:7]2[CH:8]=[N:9][CH:10]=[CH:11][CH:12]=2)=[N:4][C:3]=1[OH:13].[H-].[Na+].[F:16][C:17]([F:36])([F:35])[S:18](N([S:18]([C:17]([F:36])([F:35])[F:16])(=[O:20])=[O:19])C1C=CC=CC=1)(=[O:20])=[O:19]. The catalyst is C1COCC1. The product is [CH3:1][C:2]1[S:6][C:5]([C:7]2[CH:8]=[N:9][CH:10]=[CH:11][CH:12]=2)=[N:4][C:3]=1[O:13][S:18]([C:17]([F:36])([F:35])[F:16])(=[O:20])=[O:19]. The yield is 0.400. (2) The yield is 1.00. The catalyst is C(O)C. The reactants are [C:1]([N:5]1[C:9]([C:10]2[CH:15]=[CH:14][C:13]([F:16])=[CH:12][CH:11]=2)=[C:8]([C:17]([O:19]CC)=[O:18])[CH:7]=[N:6]1)([CH3:4])([CH3:3])[CH3:2].[OH-].[Na+]. The product is [C:1]([N:5]1[C:9]([C:10]2[CH:15]=[CH:14][C:13]([F:16])=[CH:12][CH:11]=2)=[C:8]([C:17]([OH:19])=[O:18])[CH:7]=[N:6]1)([CH3:4])([CH3:2])[CH3:3]. (3) The reactants are [CH:1]([C:3]1[C:12]2[C:7](=[CH:8][CH:9]=[CH:10][CH:11]=2)[C:6]([CH2:13][N:14]2[C:22](=[O:23])[C:21]3[C:16](=[CH:17][CH:18]=[CH:19][CH:20]=3)[C:15]2=[O:24])=[CH:5][CH:4]=1)=[CH2:2].Br[CH:26]([C:31]1[CH:36]=[C:35]([Cl:37])[C:34]([Cl:38])=[C:33]([Cl:39])[CH:32]=1)[C:27]([F:30])([F:29])[F:28].N1C=CC=CC=1C1C=CC=CN=1. The catalyst is ClC1C=CC=CC=1Cl.Cl[Cu]. The product is [F:30][C:27]([F:28])([F:29])[CH:26]([C:31]1[CH:32]=[C:33]([Cl:39])[C:34]([Cl:38])=[C:35]([Cl:37])[CH:36]=1)/[CH:2]=[CH:1]/[C:3]1[C:12]2[C:7](=[CH:8][CH:9]=[CH:10][CH:11]=2)[C:6]([CH2:13][N:14]2[C:22](=[O:23])[C:21]3[C:16](=[CH:17][CH:18]=[CH:19][CH:20]=3)[C:15]2=[O:24])=[CH:5][CH:4]=1. The yield is 0.560. (4) The reactants are C(OC([CH2:8][NH:9][C:10]1[N:15]=[C:14]([C:16]2[CH:21]=[CH:20][C:19]([CH2:22][CH2:23][C:24]([O:26][CH3:27])=[O:25])=[CH:18][C:17]=2[O:28][CH2:29][CH3:30])[CH:13]=[CH:12][CH:11]=1)=O)(C)(C)C.FC(F)(F)C(O)=O.C(=O)([O-])O.[Na+]. The catalyst is ClCCl. The product is [CH2:29]([O:28][C:17]1[CH:18]=[C:19]([CH2:22][CH2:23][C:24]([O:26][CH3:27])=[O:25])[CH:20]=[CH:21][C:16]=1[C:14]1[CH:13]=[CH:12][CH:11]=[C:10]([NH:9][CH3:8])[N:15]=1)[CH3:30]. The yield is 0.810. (5) The reactants are [NH2:1][C:2]1[CH:7]=[C:6]([C:8](=[O:10])[CH3:9])[CH:5]=[CH:4][N:3]=1.[BH4-].[Na+]. The catalyst is CO. The product is [NH2:1][C:2]1[CH:7]=[C:6]([CH:8]([OH:10])[CH3:9])[CH:5]=[CH:4][N:3]=1. The yield is 0.450. (6) The reactants are [CH3:1][C:2]([CH:4]=[CH2:5])=[O:3].[CH3:6][CH:7]1[C:12](=[O:13])[CH2:11][CH2:10][CH2:9][C:8]1=[O:14].COC(=O)C1C(=CC=CC=1)C(OC)=O. The catalyst is CO. The product is [O:3]=[C:2]([CH3:1])[CH2:4][CH2:5][C:7]1([CH3:6])[C:12](=[O:13])[CH2:11][CH2:10][CH2:9][C:8]1=[O:14]. The yield is 0.550. (7) The reactants are [Cl:1][C:2]1[N:7]=[C:6](Cl)[C:5]([F:9])=[CH:4][N:3]=1.[NH2:10][C:11]1[CH:12]=[C:13]([NH:17][C:18](=[O:20])[CH3:19])[CH:14]=[CH:15][CH:16]=1.CCN(C(C)C)C(C)C. The catalyst is CC(O)C. The product is [Cl:1][C:2]1[N:7]=[C:6]([NH:10][C:11]2[CH:12]=[C:13]([NH:17][C:18](=[O:20])[CH3:19])[CH:14]=[CH:15][CH:16]=2)[C:5]([F:9])=[CH:4][N:3]=1. The yield is 0.940.